Dataset: Forward reaction prediction with 1.9M reactions from USPTO patents (1976-2016). Task: Predict the product of the given reaction. The product is: [CH3:36][C:2]([CH3:1])([CH2:5][C@@:6]1([C:30]2[CH:35]=[CH:34][CH:33]=[CH:32][CH:31]=2)[O:11][C:10](=[O:12])[N:9]([C@H:13]([C:15]2[CH:20]=[CH:19][C:18]([C:38]3[N:39]=[N:40][C:41]([CH3:44])=[CH:42][CH:43]=3)=[CH:17][CH:16]=2)[CH3:14])[CH2:8][CH2:7]1)[C:3]#[N:4]. Given the reactants [CH3:1][C:2]([CH3:36])([CH2:5][C@@:6]1([C:30]2[CH:35]=[CH:34][CH:33]=[CH:32][CH:31]=2)[O:11][C:10](=[O:12])[N:9]([C@H:13]([C:15]2[CH:20]=[CH:19][C:18](B3OC(C)(C)C(C)(C)O3)=[CH:17][CH:16]=2)[CH3:14])[CH2:8][CH2:7]1)[C:3]#[N:4].Cl[C:38]1[N:39]=[N:40][C:41]([CH3:44])=[CH:42][CH:43]=1, predict the reaction product.